Dataset: Full USPTO retrosynthesis dataset with 1.9M reactions from patents (1976-2016). Task: Predict the reactants needed to synthesize the given product. (1) Given the product [F:13][C:14]1[C:22]([NH:23][S:24]([CH2:27][CH2:28][CH3:29])(=[O:25])=[O:26])=[CH:21][CH:20]=[C:19]([F:30])[C:15]=1[C:16]([NH:11][C:9]1[CH:8]=[N:7][C:6]2[N:5]([N:4]=[C:3]([O:2][CH3:1])[CH:12]=2)[CH:10]=1)=[O:17], predict the reactants needed to synthesize it. The reactants are: [CH3:1][O:2][C:3]1[CH:12]=[C:6]2[N:7]=[CH:8][C:9]([NH2:11])=[CH:10][N:5]2[N:4]=1.[F:13][C:14]1[C:22]([NH:23][S:24]([CH2:27][CH2:28][CH3:29])(=[O:26])=[O:25])=[CH:21][CH:20]=[C:19]([F:30])[C:15]=1[C:16](O)=[O:17].Cl.C(N=C=NCCCN(C)C)C.ON1C2C=CC=CC=2N=N1. (2) Given the product [F:13][C:11]1[CH:12]=[C:7]([CH:4]2[CH2:3][CH2:2][O:1][CH2:6][CH2:5]2)[CH:8]=[C:9]([F:24])[C:10]=1[C:14]1[N:19]=[C:18]([C:20]([O:22][CH3:23])=[O:21])[CH:17]=[CH:16][CH:15]=1, predict the reactants needed to synthesize it. The reactants are: [O:1]1[CH2:6][CH:5]=[C:4]([C:7]2[CH:12]=[C:11]([F:13])[C:10]([C:14]3[N:19]=[C:18]([C:20]([O:22][CH3:23])=[O:21])[CH:17]=[CH:16][CH:15]=3)=[C:9]([F:24])[CH:8]=2)[CH2:3][CH2:2]1. (3) Given the product [N:15]([O:10][C:1](=[O:9])[C:2]1[CH:3]=[CH:5][CH:6]=[CH:7][CH:8]=1)=[N+:16]=[N-:17], predict the reactants needed to synthesize it. The reactants are: [C:1]([OH:10])(=[O:9])[C:2]1[C:3](=[CH:5][CH:6]=[CH:7][CH:8]=1)N.N([O-])=O.[Na+].[N-:15]=[N+:16]=[N-:17].[Na+].CC([O-])=O.[Na+].N#N. (4) Given the product [CH2:28]([O:27][C:22](=[O:26])[CH2:23][CH:24]1[S:21][C:19]([C:16]2[NH:17][C:18]3[C:14]([CH:15]=2)=[CH:13][CH:12]=[CH:11][C:10]=3[NH:9][S:6]([C:2]2[S:1][CH:5]=[CH:4][CH:3]=2)(=[O:7])=[O:8])=[N:20][CH2:25]1)[CH3:29], predict the reactants needed to synthesize it. The reactants are: [S:1]1[CH:5]=[CH:4][CH:3]=[C:2]1[S:6]([NH:9][C:10]1[CH:11]=[CH:12][CH:13]=[C:14]2[C:18]=1[NH:17][C:16]([C:19](=[S:21])[NH2:20])=[CH:15]2)(=[O:8])=[O:7].[C:22]([O:27][CH2:28][CH3:29])(=[O:26])[C:23]#[C:24][CH3:25].C(P(CCCC)CCCC)CCC.C1(C)C=CC=CC=1. (5) The reactants are: [BrH:1].[CH2:2]([O:4][C:5]1[CH:6]=[C:7]([C:13]#[CH:14])[CH:8]=[CH:9][C:10]=1[O:11][CH3:12])[CH3:3]. Given the product [Br:1][C:13]([C:7]1[CH:8]=[CH:9][C:10]([O:11][CH3:12])=[C:5]([O:4][CH2:2][CH3:3])[CH:6]=1)=[CH2:14], predict the reactants needed to synthesize it. (6) Given the product [Cl:5][C:6]1[CH:7]=[C:8]([CH2:12][C:13]([O:15][CH3:16])=[O:14])[CH:9]=[CH:10][CH:11]=1, predict the reactants needed to synthesize it. The reactants are: S(Cl)(Cl)=O.[Cl:5][C:6]1[CH:7]=[C:8]([CH2:12][C:13]([OH:15])=[O:14])[CH:9]=[CH:10][CH:11]=1.[CH3:16]O. (7) Given the product [N:19]1[N:20]=[C:21]([S:28][C:2]2[CH:3]=[CH:4][C:5]3[N:6]([CH:8]=[C:9]([NH:11][C:12](=[O:18])[O:13][C:14]([CH3:17])([CH3:16])[CH3:15])[N:10]=3)[N:7]=2)[N:22]2[CH:27]=[CH:26][CH:25]=[CH:24][C:23]=12, predict the reactants needed to synthesize it. The reactants are: I[C:2]1[CH:3]=[CH:4][C:5]2[N:6]([CH:8]=[C:9]([NH:11][C:12](=[O:18])[O:13][C:14]([CH3:17])([CH3:16])[CH3:15])[N:10]=2)[N:7]=1.[N:19]1[N:20]=[C:21]([SH:28])[N:22]2[CH:27]=[CH:26][CH:25]=[CH:24][C:23]=12.BrC1C=CC2N(C(SC3C=CC4N(C=C(NC(C5CC5)=O)N=4)N=3)=NN=2)C=1. (8) Given the product [CH2:11]([S:18][C:6](=[S:20])[C:5]1[CH:9]=[CH:10][C:2]([F:1])=[CH:3][CH:4]=1)[C:12]1[CH:17]=[CH:16][CH:15]=[CH:14][CH:13]=1, predict the reactants needed to synthesize it. The reactants are: [F:1][C:2]1[CH:10]=[CH:9][C:5]([C:6](O)=O)=[CH:4][CH:3]=1.[CH2:11]([SH:18])[C:12]1[CH:17]=[CH:16][CH:15]=[CH:14][CH:13]=1.P12(SP3(SP(SP(S3)(S1)=S)(=S)S2)=S)=[S:20].